From a dataset of Reaction yield outcomes from USPTO patents with 853,638 reactions. Predict the reaction yield, written as a fraction of the theoretical maximum amount of product (1.0 means a 100% yield; for example, 0.34 means a 34% yield). (1) The reactants are [Mn]([O-])(=O)(=O)=O.[K+].[Cl:7][C:8]1[CH:18]=[CH:17][C:11]2[C:12]([CH2:15][OH:16])=[N:13][S:14][C:10]=2[CH:9]=1.C(=O)([O-])[O-:20].[K+].[K+]. The catalyst is O. The product is [Cl:7][C:8]1[CH:18]=[CH:17][C:11]2[C:12]([C:15]([OH:20])=[O:16])=[N:13][S:14][C:10]=2[CH:9]=1. The yield is 0.150. (2) The reactants are [C:1]1([C:7]2[CH:12]=[C:11]([CH:13]([CH2:16][OH:17])[CH2:14][OH:15])[CH:10]=[CH:9][C:8]=2[NH:18][C:19]([C:21]2[NH:22][CH:23]=[C:24]([C:26]#[N:27])[N:25]=2)=[O:20])[CH2:6][CH2:5][CH2:4][CH2:3][CH:2]=1.N1C=CC=CC=1.Cl[C:35](Cl)([O:37]C(=O)OC(Cl)(Cl)Cl)Cl. The catalyst is C1COCC1.C(Cl)Cl. The product is [C:1]1([C:7]2[CH:12]=[C:11]([CH:13]3[CH2:14][O:15][C:35](=[O:37])[O:17][CH2:16]3)[CH:10]=[CH:9][C:8]=2[NH:18][C:19]([C:21]2[NH:22][CH:23]=[C:24]([C:26]#[N:27])[N:25]=2)=[O:20])[CH2:6][CH2:5][CH2:4][CH2:3][CH:2]=1. The yield is 0.480. (3) The reactants are [Br:1][C:2]1[CH:3]=[C:4]([C:9]([F:12])([F:11])[F:10])[CH:5]=[CH:6][C:7]=1F.[F:13][C:14]1[CH:19]=[C:18]([F:20])[CH:17]=[CH:16][C:15]=1[OH:21].C(=O)([O-])[O-].[K+].[K+]. The catalyst is CN(C)C=O. The product is [Br:1][C:2]1[CH:3]=[C:4]([C:9]([F:12])([F:11])[F:10])[CH:5]=[CH:6][C:7]=1[O:21][C:15]1[CH:16]=[CH:17][C:18]([F:20])=[CH:19][C:14]=1[F:13]. The yield is 0.800. (4) The reactants are [N+:1]([C:4]1[CH:13]=[CH:12][CH:11]=[C:10]2[C:5]=1[CH:6]=[N:7][N:8]=[CH:9]2)([O-])=O.O.NN. The catalyst is C(O)C.C1COCC1.[Ni].O. The product is [CH:9]1[C:10]2[C:5](=[C:4]([NH2:1])[CH:13]=[CH:12][CH:11]=2)[CH:6]=[N:7][N:8]=1. The yield is 0.790.